This data is from Forward reaction prediction with 1.9M reactions from USPTO patents (1976-2016). The task is: Predict the product of the given reaction. (1) Given the reactants [CH:1]1([C:4]2[CH:9]=[C:8]([CH:10]=[O:11])[CH:7]=[C:6]([OH:12])[C:5]=2[C:13]2[CH:18]=[CH:17][C:16]([F:19])=[CH:15][CH:14]=2)[CH2:3][CH2:2]1.CC1C=CC(S(O[CH2:31][CH2:32][CH2:33][S:34]([CH3:37])(=[O:36])=[O:35])(=O)=O)=CC=1, predict the reaction product. The product is: [CH:1]1([C:4]2[CH:9]=[C:8]([CH:10]=[O:11])[CH:7]=[C:6]([O:12][CH2:31][CH2:32][CH2:33][S:34]([CH3:37])(=[O:36])=[O:35])[C:5]=2[C:13]2[CH:14]=[CH:15][C:16]([F:19])=[CH:17][CH:18]=2)[CH2:2][CH2:3]1. (2) Given the reactants [C:1]([O:5][C:6](=[O:38])[NH:7][CH:8]1[CH2:12][CH2:11][N:10]([C:13]2[CH:14]=[N:15][C:16]([NH:19][C:20]3[N:21]=[CH:22][C:23]4[C:29]([CH3:30])=[C:28](Br)[C:27](=[O:32])[N:26]([CH:33]5[CH2:37][CH2:36][CH2:35][CH2:34]5)[C:24]=4[N:25]=3)=[CH:17][CH:18]=2)[CH2:9]1)([CH3:4])([CH3:3])[CH3:2].C1(C)C=CC=CC=1.C([Sn](CCCC)(CCCC)[C:51]([O:53][CH2:54][CH3:55])=[CH2:52])CCC, predict the reaction product. The product is: [C:1]([O:5][C:6](=[O:38])[NH:7][CH:8]1[CH2:12][CH2:11][N:10]([C:13]2[CH:14]=[N:15][C:16]([NH:19][C:20]3[N:21]=[CH:22][C:23]4[C:29]([CH3:30])=[C:28]([C:51]([O:53][CH2:54][CH3:55])=[CH2:52])[C:27](=[O:32])[N:26]([CH:33]5[CH2:37][CH2:36][CH2:35][CH2:34]5)[C:24]=4[N:25]=3)=[CH:17][CH:18]=2)[CH2:9]1)([CH3:4])([CH3:3])[CH3:2]. (3) Given the reactants [CH2:1]([O:8][C:9]([N:11]1[C@H:20]([C:21](O)=[O:22])[CH2:19][C:18]2[C:13](=[CH:14][CH:15]=[CH:16][CH:17]=2)[CH2:12]1)=[O:10])[C:2]1[CH:7]=[CH:6][CH:5]=[CH:4][CH:3]=1.ClC(N(C)C)=C(C)C.[CH3:32][O:33][CH2:34][C@@H:35]([NH:42][CH2:43][C:44]1([C:47]([O:49][CH3:50])=[O:48])[CH2:46][CH2:45]1)[C:36]1[CH:41]=[CH:40][CH:39]=[CH:38][CH:37]=1.CCN(C(C)C)C(C)C, predict the reaction product. The product is: [CH3:32][O:33][CH2:34][C@@H:35]([N:42]([CH2:43][C:44]1([C:47]([O:49][CH3:50])=[O:48])[CH2:45][CH2:46]1)[C:21]([C@@H:20]1[CH2:19][C:18]2[C:13](=[CH:14][CH:15]=[CH:16][CH:17]=2)[CH2:12][N:11]1[C:9]([O:8][CH2:1][C:2]1[CH:7]=[CH:6][CH:5]=[CH:4][CH:3]=1)=[O:10])=[O:22])[C:36]1[CH:41]=[CH:40][CH:39]=[CH:38][CH:37]=1. (4) Given the reactants [CH3:1][S:2][C:3]1[CH:8]=[CH:7][C:6]([N:9]2[C:13]([C:14]3[CH:26]=[CH:25][C:17]([O:18][CH2:19][CH2:20][NH:21][C:22]([NH2:24])=[O:23])=[CH:16][CH:15]=3)=[CH:12][C:11]([C:27]([F:30])([F:29])[F:28])=[N:10]2)=[CH:5][CH:4]=1.C1C=C(Cl)C=C(C(OO)=[O:39])C=1.C([O-])(O)=O.[Na+], predict the reaction product. The product is: [CH3:1][S:2]([C:3]1[CH:8]=[CH:7][C:6]([N:9]2[C:13]([C:14]3[CH:26]=[CH:25][C:17]([O:18][CH2:19][CH2:20][NH:21][C:22]([NH2:24])=[O:23])=[CH:16][CH:15]=3)=[CH:12][C:11]([C:27]([F:30])([F:28])[F:29])=[N:10]2)=[CH:5][CH:4]=1)=[O:39]. (5) Given the reactants [O:1]1[CH:5]=[CH:4][C:3]([C:6]2[N:11]3[N:12]=[C:13]([NH2:15])[N:14]=[C:10]3[CH:9]=[CH:8][CH:7]=2)=[CH:2]1.[Cl:16][C:17]1[CH:25]=[CH:24][C:20]([C:21](Cl)=[O:22])=[CH:19][N:18]=1, predict the reaction product. The product is: [Cl:16][C:17]1[CH:25]=[CH:24][C:20]([C:21]([NH:15][C:13]2[N:14]=[C:10]3[CH:9]=[CH:8][CH:7]=[C:6]([C:3]4[CH:4]=[CH:5][O:1][CH:2]=4)[N:11]3[N:12]=2)=[O:22])=[CH:19][N:18]=1. (6) The product is: [NH2:37][C:35]1[N:34]=[C:31]2[CH:30]=[CH:29][C:28]([O:27][C:26]3[CH:25]=[C:24]([NH:23][C:21](=[O:22])[C:20]4[CH:46]=[CH:47][CH:48]=[C:18]([C:17]([F:16])([F:49])[F:50])[CH:19]=4)[CH:45]=[CH:44][CH:43]=3)=[CH:33][N:32]2[N:6]=1. Given the reactants Cl.NO.C([N:6](C(C)C)C(C)C)C.C(O)C.[F:16][C:17]([F:50])([F:49])[C:18]1[CH:19]=[C:20]([CH:46]=[CH:47][CH:48]=1)[C:21]([NH:23][C:24]1[CH:25]=[C:26]([CH:43]=[CH:44][CH:45]=1)[O:27][C:28]1[CH:29]=[CH:30][C:31]([NH:34][C:35]([NH:37]C(=O)OCC)=S)=[N:32][CH:33]=1)=[O:22], predict the reaction product. (7) The product is: [Cl:1][C:2]1[CH:7]=[CH:6][C:5]([C:8]2[C:14]3[CH:15]=[C:16]([C:19]4[N:39]=[N:40][NH:41][N:20]=4)[CH:17]=[CH:18][C:13]=3[N:12]3[C:21]([CH3:24])=[N:22][N:23]=[C:11]3[C@H:10]([CH2:25][C:26]([NH:28][CH2:29][CH3:30])=[O:27])[N:9]=2)=[CH:4][CH:3]=1. Given the reactants [Cl:1][C:2]1[CH:7]=[CH:6][C:5]([C:8]2[C:14]3[CH:15]=[C:16]([C:19]#[N:20])[CH:17]=[CH:18][C:13]=3[N:12]3[C:21]([CH3:24])=[N:22][N:23]=[C:11]3[C@H:10]([CH2:25][C:26]([NH:28][CH2:29][CH3:30])=[O:27])[N:9]=2)=[CH:4][CH:3]=1.Cl.C(N(CC)CC)C.[N-:39]=[N+:40]=[N-:41].[Na+], predict the reaction product. (8) Given the reactants [CH2:1]([N:27]1[C:31]([CH3:33])([CH3:32])[C:30](=[O:34])[N:29]([C:35]2[CH:40]=[CH:39][C:38]([N+:41]([O-:43])=[O:42])=[C:37]([C:44]([F:47])([F:46])[F:45])[CH:36]=2)[C:28]1=[O:48])[CH2:2][CH2:3][CH2:4][N:5]1[C:9]([CH3:11])([CH3:10])[C:8](=[O:12])[N:7]([C:13]2[CH:18]=[CH:17][C:16]([N+:19]([O-:21])=[O:20])=[C:15]([C:22]([F:25])([F:24])[F:23])[CH:14]=2)[C:6]1=[O:26].ClC/C=C\CCl, predict the reaction product. The product is: [CH2:1]([N:27]1[C:31]([CH3:33])([CH3:32])[C:30](=[O:34])[N:29]([C:35]2[CH:40]=[CH:39][C:38]([N+:41]([O-:43])=[O:42])=[C:37]([C:44]([F:47])([F:46])[F:45])[CH:36]=2)[C:28]1=[O:48])/[CH:2]=[CH:3]\[CH2:4][N:5]1[C:9]([CH3:11])([CH3:10])[C:8](=[O:12])[N:7]([C:13]2[CH:18]=[CH:17][C:16]([N+:19]([O-:21])=[O:20])=[C:15]([C:22]([F:25])([F:23])[F:24])[CH:14]=2)[C:6]1=[O:26].